Task: Predict the reaction yield, written as a fraction of the theoretical maximum amount of product (1.0 means a 100% yield; for example, 0.34 means a 34% yield).. Dataset: Reaction yield outcomes from USPTO patents with 853,638 reactions (1) The reactants are [OH:1][C:2]1[CH:9]=[CH:8][C:5]([CH:6]=[O:7])=[CH:4][CH:3]=1.Br[CH2:11][CH2:12][CH2:13][CH2:14][CH2:15][CH2:16][CH2:17][CH2:18][CH2:19][CH2:20][CH2:21][CH3:22].C(=O)([O-])[O-].[K+].[K+]. The catalyst is CN(C)C=O. The product is [CH2:22]([O:1][C:2]1[CH:9]=[CH:8][C:5]([CH:6]=[O:7])=[CH:4][CH:3]=1)[CH2:21][CH2:20][CH2:19][CH2:18][CH2:17][CH2:16][CH2:15][CH2:14][CH2:13][CH2:12][CH3:11]. The yield is 0.990. (2) The reactants are [CH3:1][O:2][C:3]1[C:8]([OH:9])=[CH:7][CH:6]=[C:5](/[CH:10]=[CH:11]/[C:12]([CH2:14][C:15](/[CH:17]=[CH:18]/[C:19]2[CH:27]=[C:24]([O:25][CH3:26])[C:22]([OH:23])=[CH:21][CH:20]=2)=[O:16])=[O:13])[CH:4]=1.[C:28](O)(=[O:50])/[CH:29]=[CH:30]\[CH:31]=[CH:32][CH:33]=[CH:34][CH:35]=[CH:36][CH:37]=[CH:38][CH:39]=[CH:40][CH2:41][CH2:42][CH2:43][CH2:44][CH2:45][CH2:46][CH2:47][CH2:48][CH3:49].C1(N=C=NC2CCCCC2)CCCCC1. The catalyst is CN(C)C1C=CN=CC=1.C(Cl)Cl.O. The product is [C:28]([O:9][C:8]1[CH:7]=[CH:6][C:5]([CH:10]=[CH:11][C:12](=[O:13])[CH2:14][C:15](=[O:16])[CH:17]=[CH:18][C:19]2[CH:20]=[CH:21][C:22]([OH:23])=[C:24]([O:25][CH3:26])[CH:27]=2)=[CH:4][C:3]=1[O:2][CH3:1])(=[O:50])[CH:29]=[CH:30][CH:31]=[CH:32][CH:33]=[CH:34][CH:35]=[CH:36][CH:37]=[CH:38][CH:39]=[CH:40][CH2:41][CH2:42][CH2:43][CH2:44][CH2:45][CH2:46][CH2:47][CH2:48][CH3:49]. The yield is 0.450. (3) The reactants are C([O:3][C:4]([C:6]1[CH:7]=[CH:8][C:9]2[N:10]([C:12]([CH:15]([C:17]3[CH:18]=[C:19]4[C:23](=[CH:24][C:25]=3[F:26])[N:22]([CH3:27])[N:21]=[CH:20]4)[CH3:16])=[CH:13][N:14]=2)[N:11]=1)=[CH2:5])C.Cl. The catalyst is C(O)(=O)C. The product is [F:26][C:25]1[CH:24]=[C:23]2[C:19]([CH:20]=[N:21][N:22]2[CH3:27])=[CH:18][C:17]=1[CH:15]([C:12]1[N:10]2[N:11]=[C:6]([C:4](=[O:3])[CH3:5])[CH:7]=[CH:8][C:9]2=[N:14][CH:13]=1)[CH3:16]. The yield is 0.810. (4) The reactants are C([O-])(=O)C.[Na+].[CH3:6][O:7][CH2:8][C:9]1[N:10]=[C:11]([CH2:31][CH2:32][CH3:33])[N:12]([CH2:16][C:17]2[CH:22]=[CH:21][C:20]([C:23]3[C:24]([C:29]#[N:30])=[CH:25][CH:26]=[CH:27][CH:28]=3)=[CH:19][CH:18]=2)[C:13](=[O:15])[CH:14]=1.[Br:34]Br. The catalyst is C(O)(=O)C. The product is [Br:34][C:14]1[C:13](=[O:15])[N:12]([CH2:16][C:17]2[CH:22]=[CH:21][C:20]([C:23]3[C:24]([C:29]#[N:30])=[CH:25][CH:26]=[CH:27][CH:28]=3)=[CH:19][CH:18]=2)[C:11]([CH2:31][CH2:32][CH3:33])=[N:10][C:9]=1[CH2:8][O:7][CH3:6]. The yield is 0.390. (5) The reactants are [CH3:1][O:2][C:3]1[CH:16]=[CH:15][C:6]2[CH:7]=[C:8]([C:10]([O:12]CC)=[O:11])[O:9][C:5]=2[CH:4]=1.CO.[Li+].[OH-]. The catalyst is C1COCC1.O. The product is [CH3:1][O:2][C:3]1[CH:16]=[CH:15][C:6]2[CH:7]=[C:8]([C:10]([OH:12])=[O:11])[O:9][C:5]=2[CH:4]=1. The yield is 0.0100. (6) The reactants are CS([C:5]1[N:10]=[C:9]([O:11][CH2:12][CH2:13][N:14]2[CH2:19][CH2:18][CH2:17][CH2:16][CH2:15]2)[CH:8]=[C:7]([C:20]2[CH:25]=[CH:24][CH:23]=[C:22]([C:26]([F:29])([F:28])[F:27])[CH:21]=2)[N:6]=1)(=O)=O.[C-:30]#[N:31].[Na+]. The catalyst is C(#N)C.CS(C)=O. The product is [N:14]1([CH2:13][CH2:12][O:11][C:9]2[CH:8]=[C:7]([C:20]3[CH:25]=[CH:24][CH:23]=[C:22]([C:26]([F:29])([F:28])[F:27])[CH:21]=3)[N:6]=[C:5]([C:30]#[N:31])[N:10]=2)[CH2:19][CH2:18][CH2:17][CH2:16][CH2:15]1. The yield is 0.700.